Dataset: Full USPTO retrosynthesis dataset with 1.9M reactions from patents (1976-2016). Task: Predict the reactants needed to synthesize the given product. (1) Given the product [Cl:1][C:2]1[CH:3]=[CH:4][C:5]([O:31][CH3:32])=[C:6]([NH:8][C:9](=[O:30])[CH2:10][N:11]2[C:19]3[CH2:18][CH2:17][N:16]([CH2:20][CH2:21][OH:22])[CH2:15][C:14]=3[C:13]([C:26]([F:29])([F:28])[F:27])=[N:12]2)[CH:7]=1, predict the reactants needed to synthesize it. The reactants are: [Cl:1][C:2]1[CH:3]=[CH:4][C:5]([O:31][CH3:32])=[C:6]([NH:8][C:9](=[O:30])[CH2:10][N:11]2[C:19]3[CH2:18][CH2:17][N:16]([CH2:20][C:21](OCC)=[O:22])[CH2:15][C:14]=3[C:13]([C:26]([F:29])([F:28])[F:27])=[N:12]2)[CH:7]=1.[H-].[Al+3].[Li+].[H-].[H-].[H-].O.O.O.O.O.O.O.O.O.O.S([O-])([O-])(=O)=O.[Na+].[Na+]. (2) Given the product [CH:1]1([C:4]2[CH:5]=[CH:6][CH:7]=[C:8]3[C:13]=2[N:12]=[C:11]([C:14]([N:21]2[CH:25]=[CH:24][N:23]=[CH:22]2)=[O:16])[CH:10]=[C:9]3[O:17][CH3:18])[CH2:2][CH2:3]1, predict the reactants needed to synthesize it. The reactants are: [CH:1]1([C:4]2[CH:5]=[CH:6][CH:7]=[C:8]3[C:13]=2[N:12]=[C:11]([C:14]([OH:16])=O)[CH:10]=[C:9]3[O:17][CH3:18])[CH2:3][CH2:2]1.C([N:21]1[CH:25]=[CH:24][N:23]=[CH:22]1)([N:21]1[CH:25]=[CH:24][N:23]=[CH:22]1)=O.O. (3) Given the product [F:31][C:28]([F:29])([F:30])[S:25]([C:22]1[CH:23]=[CH:24][C:19]([NH:18][C:14]2[C:15]3[CH2:16][CH2:17][NH:8][CH2:9][C:10]=3[N:11]=[CH:12][N:13]=2)=[CH:20][CH:21]=1)(=[O:26])=[O:27], predict the reactants needed to synthesize it. The reactants are: C([N:8]1[CH2:17][CH2:16][C:15]2[C:14]([NH:18][C:19]3[CH:24]=[CH:23][C:22]([S:25]([C:28]([F:31])([F:30])[F:29])(=[O:27])=[O:26])=[CH:21][CH:20]=3)=[N:13][CH:12]=[N:11][C:10]=2[CH2:9]1)C1C=CC=CC=1.ClC(OC(Cl)=O)C.C(N(CC)C(C)C)(C)C. (4) Given the product [C:20]([O:19][C:17]([NH:24][C@H:25]([C:30]([NH:15][C@H:11]([C:10]([O:9][CH2:2][C:3]1[CH:8]=[CH:7][CH:6]=[CH:5][CH:4]=1)=[O:16])[CH2:12][O:13][CH3:14])=[O:31])[CH2:26][CH2:27][S:28][CH3:29])=[O:18])([CH3:23])([CH3:22])[CH3:21], predict the reactants needed to synthesize it. The reactants are: Cl.[CH2:2]([O:9][C:10](=[O:16])[C@@H:11]([NH2:15])[CH2:12][O:13][CH3:14])[C:3]1[CH:8]=[CH:7][CH:6]=[CH:5][CH:4]=1.[C:17]([NH:24][C@H:25]([C:30](O)=[O:31])[CH2:26][CH2:27][S:28][CH3:29])([O:19][C:20]([CH3:23])([CH3:22])[CH3:21])=[O:18].C(N(CC)C(C)C)(C)C.CN(C(ON1N=NC2C=CC=CC1=2)=[N+](C)C)C.[B-](F)(F)(F)F. (5) Given the product [Cl:1][C:2]1[CH:7]=[CH:6][C:5]([S:8][C:9]2[C:17]3[C:16]([CH:18]([OH:23])[C:19]([F:21])([F:22])[F:20])=[CH:15][C:14]([F:24])=[CH:13][C:12]=3[N:11]3[CH2:25][CH2:26][CH:27]([CH2:28][C:29]([OH:31])=[O:30])[C:10]=23)=[CH:4][CH:3]=1, predict the reactants needed to synthesize it. The reactants are: [Cl:1][C:2]1[CH:7]=[CH:6][C:5]([S:8][C:9]2[C:17]3[C:16]([C:18](=[O:23])[C:19]([F:22])([F:21])[F:20])=[CH:15][C:14]([F:24])=[CH:13][C:12]=3[N:11]3[CH2:25][CH2:26][CH:27]([CH2:28][C:29]([OH:31])=[O:30])[C:10]=23)=[CH:4][CH:3]=1.[BH4-].[Na+].Cl. (6) Given the product [CH2:36]([O:37][CH2:19][CH2:14][O:34][C:31]1[CH:30]=[CH:29][C:28]([O:27][CH2:20][C:21]2[CH:22]=[CH:23][CH:24]=[CH:25][CH:26]=2)=[CH:33][CH:32]=1)[CH3:35], predict the reactants needed to synthesize it. The reactants are: C1(P([C:14]2[CH:19]=CC=CC=2)C2C=CC=CC=2)C=CC=CC=1.[CH2:20]([O:27][C:28]1[CH:33]=[CH:32][C:31]([OH:34])=[CH:30][CH:29]=1)[C:21]1[CH:26]=[CH:25][CH:24]=[CH:23][CH:22]=1.[CH3:35][CH2:36][O:37]C(/N=N/C(OCC)=O)=O.